This data is from Reaction yield outcomes from USPTO patents with 853,638 reactions. The task is: Predict the reaction yield, written as a fraction of the theoretical maximum amount of product (1.0 means a 100% yield; for example, 0.34 means a 34% yield). (1) The reactants are C([O:3][C:4](=[O:25])[CH2:5][CH2:6][C:7]1[CH:12]=[CH:11][C:10]([O:13][CH2:14][CH:15]([CH3:22])[CH2:16][O:17]S(C)(=O)=O)=[CH:9][C:8]=1[CH2:23][CH3:24])C.[O:26]([C:33]1[CH:38]=[C:37]([C:39]([F:42])([F:41])[F:40])[CH:36]=[CH:35][C:34]=1O)[C:27]1[CH:32]=[CH:31][CH:30]=[CH:29][CH:28]=1. No catalyst specified. The product is [CH2:23]([C:8]1[CH:9]=[C:10]([O:13][CH2:14][CH:15]([CH3:22])[CH2:16][O:17][C:34]2[CH:35]=[CH:36][C:37]([C:39]([F:42])([F:41])[F:40])=[CH:38][C:33]=2[O:26][C:27]2[CH:28]=[CH:29][CH:30]=[CH:31][CH:32]=2)[CH:11]=[CH:12][C:7]=1[CH2:6][CH2:5][C:4]([OH:3])=[O:25])[CH3:24]. The yield is 0.600. (2) The reactants are C1(P(C2C=CC=CC=2)C2C=CC=CC=2)C=CC=CC=1.[F:20][C:21]1[N:29]=[CH:28][CH:27]=[CH:26][C:22]=1[C:23]([NH2:25])=O. The catalyst is ClC(Cl)C.C(Cl)(Cl)(Cl)Cl. The product is [F:20][C:21]1[N:29]=[CH:28][CH:27]=[CH:26][C:22]=1[C:23]#[N:25]. The yield is 0.640. (3) The reactants are [CH3:1][C:2]([C:4]1[CH:5]=[CH:6][C:7]([OH:10])=[CH:8][CH:9]=1)=[O:3].C([O-])([O-])=O.[K+].[K+].[CH2:29](C(Br)COCC(Br)[CH2:29][C:30]1[CH:35]=[CH:34][CH:33]=[CH:32][CH:31]=1)[C:30]1[CH:35]=[CH:34][CH:33]=[CH:32][CH:31]=1.[CH2:38]([OH:40])[CH3:39]. No catalyst specified. The product is [CH2:29]([O:40][CH2:38][CH2:39][O:10][C:7]1[CH:8]=[CH:9][C:4]([C:2](=[O:3])[CH3:1])=[CH:5][CH:6]=1)[C:30]1[CH:31]=[CH:32][CH:33]=[CH:34][CH:35]=1. The yield is 0.610. (4) The reactants are Cl.[CH2:2]([O:4][C:5](=[O:15])[C@@H:6]([NH2:14])[CH2:7][CH2:8][C:9]([O:11][CH2:12][CH3:13])=[O:10])[CH3:3].C(N(CC)CC)C.[C:23]([O:27][C:28](O[C:28]([O:27][C:23]([CH3:26])([CH3:25])[CH3:24])=[O:29])=[O:29])([CH3:26])([CH3:25])[CH3:24].O. The catalyst is ClCCl.C(OCC)(=O)C. The product is [CH2:2]([O:4][C:5](=[O:15])[C@@H:6]([NH:14][C:28]([O:27][C:23]([CH3:26])([CH3:25])[CH3:24])=[O:29])[CH2:7][CH2:8][C:9]([O:11][CH2:12][CH3:13])=[O:10])[CH3:3]. The yield is 0.870. (5) The catalyst is C(Cl)Cl. The yield is 0.900. The product is [NH2:14][C:7]1[C:8]([O:12][CH3:13])=[C:9]([NH:11][S:27]([CH:21]2[CH2:26][CH2:25][CH2:24][CH2:23][CH2:22]2)(=[O:29])=[O:28])[CH:10]=[C:5]([C:1]([CH3:4])([CH3:2])[CH3:3])[CH:6]=1. The reactants are [C:1]([C:5]1[CH:6]=[C:7]([NH2:14])[C:8]([O:12][CH3:13])=[C:9]([NH2:11])[CH:10]=1)([CH3:4])([CH3:3])[CH3:2].N1C=CC=CC=1.[CH:21]1([S:27](Cl)(=[O:29])=[O:28])[CH2:26][CH2:25][CH2:24][CH2:23][CH2:22]1. (6) The reactants are [Br:1][C:2]1[CH:7]=[CH:6][C:5]([S:8](Cl)(=[O:10])=[O:9])=[C:4]([O:12][C:13]([F:16])([F:15])[F:14])[CH:3]=1.[CH2:17]([NH:19][CH2:20][CH3:21])[CH3:18]. The catalyst is ClCCl. The product is [Br:1][C:2]1[CH:7]=[CH:6][C:5]([S:8]([N:19]([CH2:20][CH3:21])[CH2:17][CH3:18])(=[O:10])=[O:9])=[C:4]([O:12][C:13]([F:16])([F:15])[F:14])[CH:3]=1. The yield is 0.980. (7) The catalyst is CC(C)=O.Cl. The product is [F:24][C:21]1[C:22]2[CH:12]([CH2:11][N:8]3[CH2:9][CH2:10][C:5](=[O:4])[CH2:6][CH2:7]3)[CH2:13][N:14]3[C:23]=2[C:18]([CH:17]=[CH:16][C:15]3=[O:25])=[CH:19][CH:20]=1. The yield is 0.670. The reactants are O1[C:5]2([CH2:10][CH2:9][N:8]([CH2:11][CH:12]3[C:22]4=[C:23]5[C:18](=[CH:19][CH:20]=[C:21]4[F:24])[CH:17]=[CH:16][C:15](=[O:25])[N:14]5[CH2:13]3)[CH2:7][CH2:6]2)[O:4]CC1.C(=O)(O)[O-].[Na+].